This data is from Full USPTO retrosynthesis dataset with 1.9M reactions from patents (1976-2016). The task is: Predict the reactants needed to synthesize the given product. Given the product [OH:32][CH2:31][N:11]1[C:12]2[C:17](=[CH:16][C:15]([N:18]3[CH2:22][CH2:21][N:20]([C:23]4[CH:24]=[N:25][CH:26]=[CH:27][C:28]=4[CH3:29])[C:19]3=[O:30])=[CH:14][CH:13]=2)[C:9]([CH3:8])([CH3:40])[C:10]1=[O:39], predict the reactants needed to synthesize it. The reactants are: Cl.O1CCOCC1.[CH3:8][C:9]1([CH3:40])[C:17]2[C:12](=[CH:13][CH:14]=[C:15]([N:18]3[CH2:22][CH2:21][N:20]([C:23]4[CH:24]=[N:25][CH:26]=[CH:27][C:28]=4[CH3:29])[C:19]3=[O:30])[CH:16]=2)[N:11]([CH2:31][O:32]CC[Si](C)(C)C)[C:10]1=[O:39].CO.C(=O)(O)[O-].